From a dataset of Reaction yield outcomes from USPTO patents with 853,638 reactions. Predict the reaction yield, written as a fraction of the theoretical maximum amount of product (1.0 means a 100% yield; for example, 0.34 means a 34% yield). (1) The reactants are C([O:3][C:4]([C:6]1[S:7][C:8]([N:11]2[CH2:16][CH2:15][CH2:14][CH2:13][CH2:12]2)=[CH:9][CH:10]=1)=[O:5])C.[OH-].[Li+]. No catalyst specified. The product is [N:11]1([C:8]2[S:7][C:6]([C:4]([OH:5])=[O:3])=[CH:10][CH:9]=2)[CH2:12][CH2:13][CH2:14][CH2:15][CH2:16]1. The yield is 0.730. (2) The reactants are [OH:1][NH:2][C:3]([CH:5]([CH2:9][CH:10]([CH3:12])[CH3:11])[C:6]([OH:8])=[O:7])=[O:4].CCN(C(C)C)C(C)C.[C:22](Cl)(=[O:27])[C:23]([CH3:26])([CH3:25])[CH3:24]. The catalyst is C(Cl)Cl. The product is [CH3:24][C:23]([CH3:26])([CH3:25])[C:22]([O:1][NH:2][C:3]([CH:5]([CH2:9][CH:10]([CH3:12])[CH3:11])[C:6]([OH:8])=[O:7])=[O:4])=[O:27]. The yield is 0.550.